From a dataset of Catalyst prediction with 721,799 reactions and 888 catalyst types from USPTO. Predict which catalyst facilitates the given reaction. (1) Reactant: [NH:1]1[C:5]2[CH:6]=[CH:7][CH:8]=[CH:9][C:4]=2[N:3]=[C:2]1[NH:10][C:11]([C:13]1[C:17]2[N:18]=[C:19](Cl)[N:20]=[CH:21][C:16]=2[S:15][CH:14]=1)=[O:12].[NH2:23][C@@H:24]1[CH2:29][CH2:28][CH2:27][CH2:26][C@@H:25]1[NH2:30]. Product: [NH:1]1[C:5]2[CH:6]=[CH:7][CH:8]=[CH:9][C:4]=2[N:3]=[C:2]1[NH:10][C:11]([C:13]1[C:17]2[N:18]=[C:19]([NH:23][C@@H:24]3[CH2:29][CH2:28][CH2:27][CH2:26][C@@H:25]3[NH2:30])[N:20]=[CH:21][C:16]=2[S:15][CH:14]=1)=[O:12]. The catalyst class is: 225. (2) Reactant: [CH3:1][O:2][C:3](=[O:16])[CH2:4][C:5]1[CH:10]=[CH:9][CH:8]=[C:7]([O:11][CH2:12][CH2:13][CH2:14]Br)[CH:6]=1.[C:17]1([CH:23]([C:26]2[CH:31]=[CH:30][CH:29]=[CH:28][CH:27]=2)[CH2:24][NH2:25])[CH:22]=[CH:21][CH:20]=[CH:19][CH:18]=1. Product: [CH3:1][O:2][C:3](=[O:16])[CH2:4][C:5]1[CH:10]=[CH:9][CH:8]=[C:7]([O:11][CH2:12][CH2:13][CH2:14][NH:25][CH2:24][CH:23]([C:17]2[CH:22]=[CH:21][CH:20]=[CH:19][CH:18]=2)[C:26]2[CH:31]=[CH:30][CH:29]=[CH:28][CH:27]=2)[CH:6]=1. The catalyst class is: 58. (3) Reactant: [N:1]1[CH:6]=[CH:5][CH:4]=[CH:3][C:2]=1[C:7]1[N:15]2[C:10]([CH:11]=[CH:12][CH:13]=[CH:14]2)=[CH:9][C:8]=1[CH2:16][OH:17]. Product: [N:1]1[CH:6]=[CH:5][CH:4]=[CH:3][C:2]=1[C:7]1[N:15]2[C:10]([CH:11]=[CH:12][CH:13]=[CH:14]2)=[CH:9][C:8]=1[CH:16]=[O:17]. The catalyst class is: 177. (4) Reactant: [C:1]([O:5][C:6](=[O:30])[N:7]=[C:8]([NH:18][CH2:19][C:20]1[C:29]2[C:24](=[CH:25][CH:26]=[CH:27][CH:28]=2)[CH:23]=[CH:22][CH:21]=1)[NH:9][C:10]([N:12]1[CH2:17][CH2:16][NH:15][CH2:14][CH2:13]1)=[O:11])([CH3:4])([CH3:3])[CH3:2].[CH:31](=O)[C:32]1[CH:37]=[CH:36][CH:35]=[CH:34][CH:33]=1.C(O[BH-](OC(=O)C)OC(=O)C)(=O)C.[Na+]. Product: [C:1]([O:5][C:6](=[O:30])[N:7]=[C:8]([NH:9][C:10]([N:12]1[CH2:13][CH2:14][N:15]([CH2:31][C:32]2[CH:37]=[CH:36][CH:35]=[CH:34][CH:33]=2)[CH2:16][CH2:17]1)=[O:11])[NH:18][CH2:19][C:20]1[C:29]2[C:24](=[CH:25][CH:26]=[CH:27][CH:28]=2)[CH:23]=[CH:22][CH:21]=1)([CH3:4])([CH3:2])[CH3:3]. The catalyst class is: 10.